From a dataset of Forward reaction prediction with 1.9M reactions from USPTO patents (1976-2016). Predict the product of the given reaction. (1) The product is: [ClH:25].[ClH:25].[I:22][C:19]1[CH:20]=[N:21][C:16]([C:13]2([NH:12][C:11]([C:8]3([NH2:7])[CH2:10][CH2:9]3)=[O:23])[CH2:15][CH2:14]2)=[N:17][CH:18]=1. Given the reactants C(OC(=O)[NH:7][C:8]1([C:11](=[O:23])[NH:12][C:13]2([C:16]3[N:21]=[CH:20][C:19]([I:22])=[CH:18][N:17]=3)[CH2:15][CH2:14]2)[CH2:10][CH2:9]1)(C)(C)C.[ClH:25].O1CCOCC1, predict the reaction product. (2) Given the reactants [N+](C1C=CC(CO)=CC=1)([O-])=O.[CH3:12][C@H:13]1[CH2:18][C@@H:17]([OH:19])[C@H:16]([CH:20]([CH3:22])[CH3:21])[CH2:15][CH2:14]1, predict the reaction product. The product is: [CH:13]1([CH3:12])[CH2:14][CH2:15][CH:16]([CH:20]([CH3:21])[CH3:22])[CH:17]([OH:19])[CH2:18]1. (3) Given the reactants [F:1][C:2]1[CH:23]=[CH:22][CH:21]=[C:20]([F:24])[C:3]=1[CH2:4][O:5][C:6]1[C:7]2[N:8]([C:13]([C:17]([OH:19])=O)=[C:14]([CH3:16])[N:15]=2)[CH:9]=[C:10]([CH3:12])[CH:11]=1.F[B-](F)(F)F.N1(O[C+](N(C)C)N(C)C)C2C=CC=CC=2N=N1.CN1CCOCC1.Cl.[NH2:55][CH:56]1[CH2:60][CH2:59][CH:58]([NH:61][C:62](=[O:68])[O:63][C:64]([CH3:67])([CH3:66])[CH3:65])[CH2:57]1, predict the reaction product. The product is: [F:24][C:20]1[CH:21]=[CH:22][CH:23]=[C:2]([F:1])[C:3]=1[CH2:4][O:5][C:6]1[C:7]2[N:8]([C:13]([C:17]([NH:55][CH:56]3[CH2:60][CH2:59][CH:58]([NH:61][C:62](=[O:68])[O:63][C:64]([CH3:66])([CH3:65])[CH3:67])[CH2:57]3)=[O:19])=[C:14]([CH3:16])[N:15]=2)[CH:9]=[C:10]([CH3:12])[CH:11]=1. (4) Given the reactants [Br:1][C:2]1[CH:3]=[C:4]([C:9]2[N:13]([C:14]3[CH:19]=[CH:18][N:17]=[C:16]([Cl:20])[CH:15]=3)[N:12]=[C:11]([C:21](O)=[O:22])[CH:10]=2)[CH:5]=[C:6]([F:8])[CH:7]=1.ClC1C=C(C2N(C3C=NC=CC=3)N=C(C([N:45]3[CH2:50][CH2:49][NH:48][C:47](=[O:51])[CH2:46]3)=O)C=2)C=C(F)C=1.O=C1CNCCN1, predict the reaction product. The product is: [Br:1][C:2]1[CH:3]=[C:4]([C:9]2[N:13]([C:14]3[CH:19]=[CH:18][N:17]=[C:16]([Cl:20])[CH:15]=3)[N:12]=[C:11]([C:21]([N:45]3[CH2:50][CH2:49][NH:48][C:47](=[O:51])[CH2:46]3)=[O:22])[CH:10]=2)[CH:5]=[C:6]([F:8])[CH:7]=1. (5) Given the reactants [CH:1]1([C:4]([C:6]2[CH:7]=[N:8][C:9]3[C:14]([C:15]=2Cl)=[N:13][C:12]([Cl:17])=[CH:11][CH:10]=3)=[O:5])[CH2:3][CH2:2]1.[NH2:18][C:19]1[CH:20]=[CH:21][C:22]([N:25]2[CH2:30][CH2:29][CH2:28][C@H:27]([NH:31][C:32](=[O:38])[O:33][C:34]([CH3:37])([CH3:36])[CH3:35])[CH2:26]2)=[N:23][CH:24]=1, predict the reaction product. The product is: [Cl:17][C:12]1[N:13]=[C:14]2[C:9](=[CH:10][CH:11]=1)[N:8]=[CH:7][C:6]([C:4]([CH:1]1[CH2:3][CH2:2]1)=[O:5])=[C:15]2[NH:18][C:19]1[CH:20]=[CH:21][C:22]([N:25]2[CH2:30][CH2:29][CH2:28][C@H:27]([NH:31][C:32](=[O:38])[O:33][C:34]([CH3:36])([CH3:35])[CH3:37])[CH2:26]2)=[N:23][CH:24]=1. (6) Given the reactants Br[C:2]1[CH:11]=[CH:10][C:5]([C:6]([O:8][CH3:9])=[O:7])=[CH:4][C:3]=1[CH2:12][O:13][CH3:14].O.[CH2:16]([C:18]1[CH:23]=[CH:22][CH:21]=[CH:20][C:19]=1B(O)O)[CH3:17].C(=O)([O-])[O-].[K+].[K+], predict the reaction product. The product is: [CH2:16]([C:18]1[CH:23]=[CH:22][CH:21]=[CH:20][C:19]=1[C:2]1[CH:11]=[CH:10][C:5]([C:6]([O:8][CH3:9])=[O:7])=[CH:4][C:3]=1[CH2:12][O:13][CH3:14])[CH3:17]. (7) Given the reactants [OH:1][C:2]1[CH:11]=[CH:10][CH:9]=[C:8]2[C:3]=1[C:4](=[O:21])[CH2:5][CH:6]([C:12]1[CH:17]=[CH:16][C:15]([O:18]C)=[C:14]([OH:20])[CH:13]=1)[O:7]2.OC1C=C(C=CC=1O)C=O, predict the reaction product. The product is: [OH:20][C:14]1[CH:13]=[C:12]([CH:6]2[CH2:5][C:4](=[O:21])[C:3]3[C:8](=[CH:9][CH:10]=[CH:11][C:2]=3[OH:1])[O:7]2)[CH:17]=[CH:16][C:15]=1[OH:18]. (8) Given the reactants [CH2:1]([C:3]1[CH:8]=[C:7]([CH3:9])[CH:6]=[C:5]([CH2:10][CH3:11])[C:4]=1[C:12]1[C:13](=[O:25])[N:14]([CH3:24])[N:15]=[C:16]([C:20]([F:23])([F:22])[F:21])[C:17]=1[S:18][CH3:19])[CH3:2].C(=O)([O-])[OH:27].[Na+].ClC1C=C(C=CC=1)C(O)=O.S([O-])([O-])=O.[Na+].[Na+], predict the reaction product. The product is: [CH2:1]([C:3]1[CH:8]=[C:7]([CH3:9])[CH:6]=[C:5]([CH2:10][CH3:11])[C:4]=1[C:12]1[C:13](=[O:25])[N:14]([CH3:24])[N:15]=[C:16]([C:20]([F:23])([F:22])[F:21])[C:17]=1[S:18]([CH3:19])=[O:27])[CH3:2]. (9) Given the reactants Br[C:2]1[C:25](=[O:26])[N:24]([CH2:27][C:28]2[CH:33]=[CH:32][CH:31]=[CH:30][C:29]=2[S:34]([CH2:37][CH3:38])(=[O:36])=[O:35])[C:5]2[N:6]=[C:7]([NH:10][C:11]3[CH:16]=[CH:15][C:14]([N:17]4[CH2:22][CH2:21][N:20]([CH3:23])[CH2:19][CH2:18]4)=[CH:13][CH:12]=3)[N:8]=[CH:9][C:4]=2[CH:3]=1.[C:39]1(B(O)O)[CH:44]=[CH:43][CH:42]=[CH:41][CH:40]=1.[O-]P([O-])([O-])=O.[K+].[K+].[K+].CN(C)C=O, predict the reaction product. The product is: [CH2:37]([S:34]([C:29]1[CH:30]=[CH:31][CH:32]=[CH:33][C:28]=1[CH2:27][N:24]1[C:5]2[N:6]=[C:7]([NH:10][C:11]3[CH:12]=[CH:13][C:14]([N:17]4[CH2:22][CH2:21][N:20]([CH3:23])[CH2:19][CH2:18]4)=[CH:15][CH:16]=3)[N:8]=[CH:9][C:4]=2[CH:3]=[C:2]([C:39]2[CH:44]=[CH:43][CH:42]=[CH:41][CH:40]=2)[C:25]1=[O:26])(=[O:35])=[O:36])[CH3:38].